This data is from Forward reaction prediction with 1.9M reactions from USPTO patents (1976-2016). The task is: Predict the product of the given reaction. (1) Given the reactants Br[C:2]1[CH:3]=[C:4]([CH:7]=[C:8](Br)[C:9]=1[O:10][CH2:11][CH2:12][CH2:13][CH2:14][CH2:15][CH2:16][CH2:17][CH3:18])[CH:5]=[O:6].[OH:20][C:21]1C=C(C=CC=1)C=O, predict the reaction product. The product is: [CH3:21][O:20][C:2]1[CH:3]=[C:4]([CH:7]=[CH:8][C:9]=1[O:10][CH2:11][CH2:12][CH2:13][CH2:14][CH2:15][CH2:16][CH2:17][CH3:18])[CH:5]=[O:6]. (2) Given the reactants C[O:2][C:3]1[CH:4]=[C:5]2[C:10](=[CH:11][C:12]=1[C:13]1[N:14]=[N:15][C:16]([N:19]3[CH2:26][C@@H:25]4[C@@H:21]([CH2:22][N:23]([CH3:27])[CH2:24]4)[CH2:20]3)=[CH:17][CH:18]=1)[CH:9]=[N:8][CH:7]=[CH:6]2.C1(S)C=CC=CC=1, predict the reaction product. The product is: [CH3:27][N:23]1[CH2:22][C@@H:21]2[CH2:20][N:19]([C:16]3[N:15]=[N:14][C:13]([C:12]4[CH:11]=[C:10]5[C:5]([CH:6]=[CH:7][N:8]=[CH:9]5)=[CH:4][C:3]=4[OH:2])=[CH:18][CH:17]=3)[CH2:26][C@@H:25]2[CH2:24]1. (3) Given the reactants [S:1]1[C:5]2[CH:6]=[C:7]([C:10]([OH:12])=O)[CH:8]=[CH:9][C:4]=2[N:3]=[CH:2]1.[NH:13]1[CH2:18][CH2:17][CH2:16][C@@H:15]2[C:19]3[CH:20]=[CH:21][CH:22]=[CH:23][C:24]=3[CH2:25][C@H:14]12.F[P-](F)(F)(F)(F)F.N1(OC(N(C)C)=[N+](C)C)C2N=CC=CC=2N=N1, predict the reaction product. The product is: [S:1]1[C:5]2[CH:6]=[C:7]([C:10]([N:13]3[CH2:18][CH2:17][CH2:16][C@@H:15]4[C:19]5[CH:20]=[CH:21][CH:22]=[CH:23][C:24]=5[CH2:25][C@H:14]34)=[O:12])[CH:8]=[CH:9][C:4]=2[N:3]=[CH:2]1. (4) Given the reactants [CH:1]1([CH2:4][C:5]([NH:7][C@@H:8]2[C:22](=[O:23])[N:21]3[CH2:24][C@H:25]([O:27][C:28]4[CH:33]=[C:32]([C:34]5[CH:39]=[CH:38][CH:37]=[CH:36][N:35]=5)[N:31]=[C:30]5[CH:40]=[CH:41][S:42][C:29]=45)[CH2:26][C@H:20]3[C:19](=[O:43])[NH:18][C@:17]3([C:45]([O:47]C)=[O:46])[CH2:44][C@H:16]3[CH:15]=[CH:14][CH2:13][CH2:12][CH2:11][CH2:10][CH2:9]2)=[O:6])[CH2:3][CH2:2]1.O1CCCC1.[OH-].[Li+], predict the reaction product. The product is: [CH:1]1([CH2:4][C:5]([NH:7][C@@H:8]2[C:22](=[O:23])[N:21]3[CH2:24][C@H:25]([O:27][C:28]4[CH:33]=[C:32]([C:34]5[CH:39]=[CH:38][CH:37]=[CH:36][N:35]=5)[N:31]=[C:30]5[CH:40]=[CH:41][S:42][C:29]=45)[CH2:26][C@H:20]3[C:19](=[O:43])[NH:18][C@:17]3([C:45]([OH:47])=[O:46])[CH2:44][C@H:16]3[CH:15]=[CH:14][CH2:13][CH2:12][CH2:11][CH2:10][CH2:9]2)=[O:6])[CH2:3][CH2:2]1. (5) Given the reactants [Cl:1][C:2]1[CH:7]=[CH:6][C:5]([CH:8]([C:10]2[CH:14]=[C:13]([C:15]3[CH:20]=[CH:19][N:18]=[C:17]([F:21])[CH:16]=3)[S:12][C:11]=2[C:22]2[N:26]=[CH:25][N:24](C3CCCCO3)[N:23]=2)[OH:9])=[CH:4][CH:3]=1.C(O)(C)(C)C.O1CCOCC1.Cl.C(=O)(O)[O-].[Na+], predict the reaction product. The product is: [Cl:1][C:2]1[CH:7]=[CH:6][C:5]([CH:8]([C:10]2[CH:14]=[C:13]([C:15]3[CH:20]=[CH:19][N:18]=[C:17]([F:21])[CH:16]=3)[S:12][C:11]=2[C:22]2[NH:26][CH:25]=[N:24][N:23]=2)[OH:9])=[CH:4][CH:3]=1. (6) Given the reactants [N:1]1[CH:6]=[CH:5][CH:4]=[CH:3][C:2]=1[C:7]([OH:9])=O.CN(C(ON1N=NC2C=CC=NC1=2)=[N+](C)C)C.F[P-](F)(F)(F)(F)F.CCN(C(C)C)C(C)C.[SH:43][CH2:44][C:45]([C:47]1[CH:52]=[CH:51][C:50]([NH:53][S:54]([C:57]2[CH:62]=[CH:61][C:60]([O:63][C:64]([F:67])([F:66])[F:65])=[CH:59][CH:58]=2)(=[O:56])=[O:55])=[CH:49][CH:48]=1)=[O:46], predict the reaction product. The product is: [O:46]=[C:45]([C:47]1[CH:52]=[CH:51][C:50]([NH:53][S:54]([C:57]2[CH:62]=[CH:61][C:60]([O:63][C:64]([F:67])([F:65])[F:66])=[CH:59][CH:58]=2)(=[O:56])=[O:55])=[CH:49][CH:48]=1)[CH2:44][S:43][C:7]([C:2]1[CH:3]=[CH:4][CH:5]=[CH:6][N:1]=1)=[O:9]. (7) Given the reactants [C:1]1([S:7]([N:10]2[CH2:15][CH2:14][CH2:13][CH:12]([C:16]([OH:18])=O)[CH2:11]2)(=[O:9])=[O:8])[CH:6]=[CH:5][CH:4]=[CH:3][CH:2]=1.[CH:19]1([NH:22][CH:23]2[CH2:28][CH2:27][CH2:26][CH2:25][CH2:24]2)[CH2:21][CH2:20]1.F[P-](F)(F)(F)(F)F.N1(O[P+](N(C)C)(N(C)C)N(C)C)C2C=CC=CC=2N=N1.C(N(CC)C(C)C)(C)C, predict the reaction product. The product is: [CH:23]1([N:22]([CH:19]2[CH2:21][CH2:20]2)[C:16]([CH:12]2[CH2:13][CH2:14][CH2:15][N:10]([S:7]([C:1]3[CH:2]=[CH:3][CH:4]=[CH:5][CH:6]=3)(=[O:8])=[O:9])[CH2:11]2)=[O:18])[CH2:28][CH2:27][CH2:26][CH2:25][CH2:24]1. (8) Given the reactants [Br:1][C:2]1[CH:7]=[C:6]([O:8][CH3:9])[CH:5]=[C:4]([Br:10])[C:3]=1[OH:11].CI.N12CCCN=C1CCCC[CH2:15]2.Cl, predict the reaction product. The product is: [Br:1][C:2]1[CH:7]=[C:6]([O:8][CH3:9])[CH:5]=[C:4]([Br:10])[C:3]=1[O:11][CH3:15]. (9) Given the reactants [Cl:1][C:2]1[CH:7]=[CH:6][C:5]([Mg]Br)=[CH:4][CH:3]=1.Cl[CH:11]1[CH2:16][CH2:15][CH2:14][CH2:13][C:12]1=[O:17], predict the reaction product. The product is: [Cl:1][C:2]1[CH:7]=[CH:6][C:5]([CH:11]2[CH2:16][CH2:15][CH2:14][CH2:13][C:12]2=[O:17])=[CH:4][CH:3]=1.